Predict the reactants needed to synthesize the given product. From a dataset of Full USPTO retrosynthesis dataset with 1.9M reactions from patents (1976-2016). (1) Given the product [C:10]([NH:14][C:15]([C@@H:17]1[CH2:26][C@H:25]2[C@H:20]([CH2:21][CH2:22][CH2:23][CH2:24]2)[CH2:19][N:18]1[CH2:33][C@H:32]([C@@H:38]1[CH2:37][O:52][C:40]([C:41]2[CH:46]=[CH:45][CH:44]=[C:43]([OH:47])[C:42]=2[CH3:51])=[N:39]1)[OH:31])=[O:16])([CH3:13])([CH3:11])[CH3:12], predict the reactants needed to synthesize it. The reactants are: C(O)(=O)C.C(=O)([O-])O.[K+].[C:10]([NH:14][C:15]([C@@H:17]1[CH2:26][C@H:25]2[C@H:20]([CH2:21][CH2:22][CH2:23][CH2:24]2)[CH2:19][NH:18]1)=[O:16])([CH3:13])([CH3:12])[CH3:11].CS([O:31][C@@H:32]1[C@@H:38]([NH:39][C:40](=[O:52])[C:41]2[CH:46]=[CH:45][CH:44]=[C:43]([O:47]C(=O)C)[C:42]=2[CH3:51])[CH2:37]OC(C)(C)O[CH2:33]1)(=O)=O.[K+].[Br-]. (2) Given the product [Cl:8][C:4]1[CH:5]=[C:6]([B:17]2[O:21][C:20]([CH3:23])([CH3:22])[C:19]([CH3:25])([CH3:24])[O:18]2)[CH:7]=[C:2]([Cl:1])[C:3]=1[CH3:10], predict the reactants needed to synthesize it. The reactants are: [Cl:1][C:2]1(C)[CH:7]=[CH:6][CH:5]=[C:4]([Cl:8])[CH2:3]1.[CH3:10]CCCCCC.[B:17]1([B:17]2[O:21][C:20]([CH3:23])([CH3:22])[C:19]([CH3:25])([CH3:24])[O:18]2)[O:21][C:20]([CH3:23])([CH3:22])[C:19]([CH3:25])([CH3:24])[O:18]1. (3) Given the product [F:1][C:2]1[CH:7]=[C:6]([F:8])[CH:5]=[CH:4][C:3]=1[C:9]1[C:17]2[C:12](=[CH:13][CH:14]=[C:15]([C:18]3[S:19][C:20]([OH:37])=[N:21][N:22]=3)[CH:16]=2)[NH:11][CH:10]=1, predict the reactants needed to synthesize it. The reactants are: [F:1][C:2]1[CH:7]=[C:6]([F:8])[CH:5]=[CH:4][C:3]=1[C:9]1[C:17]2[C:12](=[CH:13][CH:14]=[C:15]([C:18]3[S:19][C:20](S(C)(=O)=O)=[N:21][N:22]=3)[CH:16]=2)[N:11](S(C2C=CC(C)=CC=2)(=O)=O)[CH:10]=1.[OH-:37].[Na+]. (4) Given the product [Br:1][C:2]1[CH:8]=[CH:7][C:5]([N:6]2[CH:13]=[N:12][N:11]=[CH:9]2)=[CH:4][CH:3]=1, predict the reactants needed to synthesize it. The reactants are: [Br:1][C:2]1[CH:8]=[CH:7][C:5]([NH2:6])=[CH:4][CH:3]=1.[CH:9]([NH:11][NH:12][CH:13]=O)=O.C(N(CC)CC)C.Cl[Si](C)(C)C. (5) Given the product [NH2:28][C:27]1[C:29]([CH3:31])=[CH:30][C:24]([CH2:35][CH2:34][CH2:33][OH:36])=[CH:25][C:26]=1[CH3:32], predict the reactants needed to synthesize it. The reactants are: C1(C)C=CC=CC=1P(C1C=CC=CC=1C)C1C=CC=CC=1C.Br[C:24]1[CH:30]=[C:29]([CH3:31])[C:27]([NH2:28])=[C:26]([CH3:32])[CH:25]=1.[C:33](OC)(=[O:36])[CH:34]=[CH2:35].[H-].[Al+3].[Li+].[H-].[H-].[H-]. (6) Given the product [CH2:1]([O:8][CH2:9][N:10]1[C:18]2[C:17]([NH2:19])=[N:16][C:15]([CH2:20][CH2:21][CH2:22][CH3:23])=[N:14][C:13]=2[C:12]([C:24]#[C:25][CH2:26][CH2:27][CH2:28][N:69]2[CH2:70][CH2:71][C@H:67]([F:66])[CH2:68]2)=[CH:11]1)[C:2]1[CH:7]=[CH:6][CH:5]=[CH:4][CH:3]=1, predict the reactants needed to synthesize it. The reactants are: [CH2:1]([O:8][CH2:9][N:10]1[C:18]2[C:17]([NH2:19])=[N:16][C:15]([CH2:20][CH2:21][CH2:22][CH3:23])=[N:14][C:13]=2[C:12]([C:24]#[C:25][CH2:26][CH2:27][CH2:28]CN2CCCC2)=[C:11]1C)[C:2]1[CH:7]=[CH:6][CH:5]=[CH:4][CH:3]=1.C(OCN1C2C(N)=NC(CCCC)=NC=2C(C#CCCCCl)=C1)C1C=CC=CC=1.Cl.[F:66][C@H:67]1[CH2:71][CH2:70][NH:69][CH2:68]1. (7) Given the product [C:18]([O:17][C:15]([N:6]1[CH2:7][CH:8]([C:10]([OH:12])=[O:11])[C:9]2=[N:1][NH:2][CH:3]=[C:4]2[CH2:5]1)=[O:16])([CH3:21])([CH3:19])[CH3:20], predict the reactants needed to synthesize it. The reactants are: [N:1]1[NH:2][CH:3]=[C:4]2[C:9]=1[CH:8]([C:10]([O:12]CC)=[O:11])[CH2:7][N:6]([C:15]([O:17][C:18]([CH3:21])([CH3:20])[CH3:19])=[O:16])[CH2:5]2.[Li+].[OH-].